From a dataset of HIV replication inhibition screening data with 41,000+ compounds from the AIDS Antiviral Screen. Binary Classification. Given a drug SMILES string, predict its activity (active/inactive) in a high-throughput screening assay against a specified biological target. (1) The compound is COc1ccccc1NC(=S)NN=C(C)c1ccccn1. The result is 0 (inactive). (2) The compound is O=C(Nc1ccc(Cl)cc1)c1ccccc1[Se][Se]c1ccccc1C(=O)Nc1ccc(Cl)cc1. The result is 1 (active). (3) The drug is CCc1cccc(C)c1NS(=O)(=O)c1ccccc1. The result is 0 (inactive). (4) The compound is C=CCC1C(=O)Nc2cccc3ncn(c23)C1=O. The result is 0 (inactive). (5) The result is 0 (inactive). The molecule is CC(NS(=O)(=O)c1ccccc1)C(=O)O. (6) The molecule is COc1c(C2(c3ccc(F)cc3)SCCCS2)c(=O)c1=O. The result is 0 (inactive). (7) The drug is CCOC(=O)Nc1nc2cc(C(=O)OCC)n(C)c2s1. The result is 0 (inactive).